This data is from Forward reaction prediction with 1.9M reactions from USPTO patents (1976-2016). The task is: Predict the product of the given reaction. (1) Given the reactants [CH3:1][O:2][C:3]1[N:8]=[C:7]2[NH:9][C:10]([SH:12])=[N:11][C:6]2=[CH:5][CH:4]=1.[Cl-].[Cl:14][C:15]1[C:16]([CH2:27]Cl)=[NH+:17][CH:18]=[CH:19][C:20]=1[N:21]1[CH2:26][CH2:25][O:24][CH2:23][CH2:22]1, predict the reaction product. The product is: [Cl:14][C:15]1[C:16]([CH2:27][S:12][C:10]2[NH:9][C:7]3=[N:8][C:3]([O:2][CH3:1])=[CH:4][CH:5]=[C:6]3[N:11]=2)=[N:17][CH:18]=[CH:19][C:20]=1[N:21]1[CH2:26][CH2:25][O:24][CH2:23][CH2:22]1. (2) Given the reactants CS(O[CH2:6][C@H:7]1[CH2:19][N:10]2[C:11]3[CH:12]=[CH:13][C:14]([Br:18])=[CH:15][C:16]=3[CH:17]=[C:9]2[C@H:8]1[N:20]([CH2:22][C:23]1[CH:28]=[CH:27][CH:26]=[CH:25][CH:24]=1)[CH3:21])(=O)=O.[N-]=[N+]=[N-].[Na+].C1(P(C2C=CC=CC=2)C2C=CC=CC=2)C=CC=CC=1.C([N:54](CC)CC)C.[C:59]([O:63][C:64]([O:66]C(OC(C)(C)C)=O)=O)([CH3:62])([CH3:61])[CH3:60], predict the reaction product. The product is: [CH2:22]([N:20]([CH3:21])[C@@H:8]1[C:9]2=[CH:17][C:16]3[CH:15]=[C:14]([Br:18])[CH:13]=[CH:12][C:11]=3[N:10]2[CH2:19][C@@H:7]1[CH2:6][NH:54][C:64](=[O:66])[O:63][C:59]([CH3:62])([CH3:61])[CH3:60])[C:23]1[CH:28]=[CH:27][CH:26]=[CH:25][CH:24]=1. (3) Given the reactants [Cl:1][CH2:2][C:3](Cl)=[O:4].[Cl:6][C:7]1[CH:8]=[C:9]([OH:13])[CH:10]=[CH:11][CH:12]=1, predict the reaction product. The product is: [Cl:1][CH2:2][C:3]([C:12]1[CH:11]=[CH:10][C:9]([OH:13])=[CH:8][C:7]=1[Cl:6])=[O:4]. (4) Given the reactants [OH-].[K+].C[O:4][C:5]([CH:7]1[CH2:16][C:15]2[C:10](=[CH:11][C:12]([O:17][CH3:18])=[CH:13][CH:14]=2)[CH2:9][S:8]1)=[O:6].Cl, predict the reaction product. The product is: [CH3:18][O:17][C:12]1[CH:11]=[C:10]2[C:15]([CH2:16][CH:7]([C:5]([OH:6])=[O:4])[S:8][CH2:9]2)=[CH:14][CH:13]=1. (5) Given the reactants [S:1](Cl)([CH3:4])(=[O:3])=[O:2].[I:6][C:7]1[C:14]([I:15])=[CH:13][C:12]([I:16])=[CH:11][C:8]=1[CH2:9][OH:10].C(N(C(C)C)CC)(C)C.O, predict the reaction product. The product is: [S:1]([O:10][CH2:9][C:8]1[CH:11]=[C:12]([I:16])[CH:13]=[C:14]([I:15])[C:7]=1[I:6])(=[O:3])(=[O:2])[CH3:4]. (6) Given the reactants [NH2:1][C:2]1[S:3][C:4]([C:10]2[CH:15]=[CH:14][C:13]([C:16]([OH:19])([CH3:18])[CH3:17])=[CH:12][C:11]=2[F:20])=[CH:5][C:6]=1[C:7]([NH2:9])=[O:8].[CH2:21]([O:28][C:29]([N:31]([CH2:36][C:37]1[CH:42]=[CH:41][CH:40]=[C:39](Br)[N:38]=1)[CH2:32][C:33]([OH:35])=[O:34])=[O:30])[C:22]1[CH:27]=[CH:26][CH:25]=[CH:24][CH:23]=1, predict the reaction product. The product is: [NH2:9][C:7]([C:6]1[CH:5]=[C:4]([C:10]2[CH:15]=[CH:14][C:13]([C:16]([OH:19])([CH3:17])[CH3:18])=[CH:12][C:11]=2[F:20])[S:3][C:2]=1[NH:1][C:39]1[N:38]=[C:37]([CH2:36][N:31]([CH2:32][C:33]([OH:35])=[O:34])[C:29]([O:28][CH2:21][C:22]2[CH:27]=[CH:26][CH:25]=[CH:24][CH:23]=2)=[O:30])[CH:42]=[CH:41][CH:40]=1)=[O:8]. (7) Given the reactants [Cl:1][C:2]1[CH:7]=[C:6]([F:8])[C:5]([NH2:9])=[C:4]([C:10]#[C:11][C:12]2[CH:17]=[CH:16][CH:15]=[CH:14][C:13]=2[Cl:18])[CH:3]=1.[CH2:19]([O:21][C:22](=[O:27])[CH2:23][C:24](Cl)=[O:25])[CH3:20], predict the reaction product. The product is: [CH2:19]([O:21][C:22](=[O:27])[CH2:23][C:24]([NH:9][C:5]1[C:6]([F:8])=[CH:7][C:2]([Cl:1])=[CH:3][C:4]=1[C:10]#[C:11][C:12]1[CH:17]=[CH:16][CH:15]=[CH:14][C:13]=1[Cl:18])=[O:25])[CH3:20]. (8) Given the reactants [Cl:1][C:2]1[C:26]2[O:25][C:9]3[C:10](=[O:24])[N:11]([C@@H:13]([CH2:17][CH:18]4[CH2:23][CH2:22][CH2:21][CH2:20][CH2:19]4)[C:14](O)=[O:15])[CH2:12][C:8]=3[CH2:7][C:6]=2[CH:5]=[CH:4][CH:3]=1.[NH2:27][C:28]1[CH:33]=[CH:32][CH:31]=[CH:30][N:29]=1.ON1C2C=CC=CC=2N=N1, predict the reaction product. The product is: [Cl:1][C:2]1[C:26]2[O:25][C:9]3[C:10](=[O:24])[N:11]([C@@H:13]([CH2:17][CH:18]4[CH2:23][CH2:22][CH2:21][CH2:20][CH2:19]4)[C:14]([NH:27][C:28]4[CH:33]=[CH:32][CH:31]=[CH:30][N:29]=4)=[O:15])[CH2:12][C:8]=3[CH2:7][C:6]=2[CH:5]=[CH:4][CH:3]=1. (9) Given the reactants C(N(CC)CC)C.[CH:8]1[CH:13]=[C:12]([N+:14]([O-:16])=[O:15])[C:11]([S:17](Cl)(=[O:19])=[O:18])=[CH:10][CH:9]=1.Cl.[NH2:22][C@H:23]([C@H:26]1[O:30][C:29](=[O:31])[C@H:28]([CH3:32])[CH2:27]1)[CH2:24][OH:25].O1CCCC1, predict the reaction product. The product is: [OH:25][CH2:24][C@H:23]([NH:22][S:17]([C:11]1[CH:10]=[CH:9][CH:8]=[CH:13][C:12]=1[N+:14]([O-:16])=[O:15])(=[O:19])=[O:18])[C@@H:26]1[CH2:27][C@@H:28]([CH3:32])[C:29](=[O:31])[O:30]1.